From a dataset of Full USPTO retrosynthesis dataset with 1.9M reactions from patents (1976-2016). Predict the reactants needed to synthesize the given product. (1) Given the product [CH2:33]([O:2][C:1]([C:4]1[CH:9]=[CH:8][C:7]([CH2:10][O:11][CH2:12][C:13]2[C:21]3[C:20](=[O:22])[NH:19][C:18]([C:23]([O:25][CH2:26][CH3:27])=[O:24])=[N:17][C:16]=3[S:15][CH:14]=2)=[CH:6][CH:5]=1)=[O:3])[CH3:34], predict the reactants needed to synthesize it. The reactants are: [C:1]([C:4]1[CH:9]=[CH:8][C:7]([CH2:10][O:11][CH2:12][C:13]2[C:21]3[C:20](=[O:22])[NH:19][C:18]([C:23]([OH:25])=[O:24])=[N:17][C:16]=3[S:15][CH:14]=2)=[CH:6][CH:5]=1)([OH:3])=[O:2].[C:26](Cl)(=O)[C:27](Cl)=O.N1C=CC=[CH:34][CH:33]=1. (2) Given the product [Cl:8][C:6]1[N:5]=[C:4]([S:9][CH3:10])[N:3]2[CH:13]=[CH:14][N:1]=[C:2]2[CH:7]=1, predict the reactants needed to synthesize it. The reactants are: [NH2:1][C:2]1[CH:7]=[C:6]([Cl:8])[N:5]=[C:4]([S:9][CH3:10])[N:3]=1.CO[CH:13](OC)[CH2:14]Br. (3) Given the product [CH2:25]([S:22]([CH:5]([CH2:6][C:7]1[CH:12]=[CH:11][C:10]([O:13][CH2:14][CH2:15][N:16]2[CH2:17][CH2:18][CH2:19][CH2:20][CH2:21]2)=[CH:9][CH:8]=1)[C:4]([OH:33])=[O:3])(=[O:24])=[O:23])[CH2:26][CH2:27][CH2:28][CH2:29][CH2:30][CH2:31][CH3:32], predict the reactants needed to synthesize it. The reactants are: C([O:3][C:4](=[O:33])[CH:5]([S:22]([CH2:25][CH2:26][CH2:27][CH2:28][CH2:29][CH2:30][CH2:31][CH3:32])(=[O:24])=[O:23])[CH2:6][C:7]1[CH:12]=[CH:11][C:10]([O:13][CH2:14][CH2:15][N:16]2[CH2:21][CH2:20][CH2:19][CH2:18][CH2:17]2)=[CH:9][CH:8]=1)C.[OH-].[Na+]. (4) Given the product [Cl:1][C:2]1[CH:7]=[CH:6][C:5]([S:8][CH2:10][CH2:11][CH2:12][CH2:13][CH2:14][CH2:15][CH2:16][C:17]([OH:19])=[O:18])=[CH:4][CH:3]=1, predict the reactants needed to synthesize it. The reactants are: [Cl:1][C:2]1[CH:7]=[CH:6][C:5]([SH:8])=[CH:4][CH:3]=1.Br[CH2:10][CH2:11][CH2:12][CH2:13][CH2:14][CH2:15][CH2:16][C:17]([O:19]CC)=[O:18].[OH-].[K+]. (5) Given the product [F:24][C:16]1[CH:15]=[C:14]([C:9]2[N:8]([C:5]3[CH:6]=[CH:7][C:2]([C:30]4[N:31]=[CH:32][S:33][CH:34]=4)=[CH:3][CH:4]=3)[C:12]([CH3:13])=[CH:11][CH:10]=2)[CH:19]=[CH:18][C:17]=1[S:20]([CH3:23])(=[O:22])=[O:21], predict the reactants needed to synthesize it. The reactants are: Br[C:2]1[CH:7]=[CH:6][C:5]([N:8]2[C:12]([CH3:13])=[CH:11][CH:10]=[C:9]2[C:14]2[CH:19]=[CH:18][C:17]([S:20]([CH3:23])(=[O:22])=[O:21])=[C:16]([F:24])[CH:15]=2)=[CH:4][CH:3]=1.C([Sn](CCCC)(CCCC)[C:30]1[N:31]=[CH:32][S:33][CH:34]=1)CCC.[Cl-].[Li+]. (6) Given the product [CH2:24]([N:26]1[CH2:32][CH2:31][CH2:30][N:29]([C:2]2[N:7]=[C:6]([CH3:8])[C:5]([CH:9]([CH2:14][CH2:15][CH3:16])[C:10]([O:12][CH3:13])=[O:11])=[C:4]([C:17]3[CH:22]=[CH:21][C:20]([CH3:23])=[CH:19][CH:18]=3)[N:3]=2)[CH2:28][CH2:27]1)[CH3:25], predict the reactants needed to synthesize it. The reactants are: Cl[C:2]1[N:7]=[C:6]([CH3:8])[C:5]([CH:9]([CH2:14][CH2:15][CH3:16])[C:10]([O:12][CH3:13])=[O:11])=[C:4]([C:17]2[CH:22]=[CH:21][C:20]([CH3:23])=[CH:19][CH:18]=2)[N:3]=1.[CH2:24]([N:26]1[CH2:32][CH2:31][CH2:30][NH:29][CH2:28][CH2:27]1)[CH3:25].C(N(CC)CC)C. (7) Given the product [F:21][C:15]1[CH:16]=[C:17]([F:20])[CH:18]=[C:19]2[C:14]=1[N:13]=[CH:12][C:11](=[O:22])[N:10]2[CH2:9][CH2:8][N:5]1[CH2:4][CH2:3][CH:2]([NH:1][CH2:34][C:32]2[CH:31]=[CH:30][C:27]3[O:28][CH2:29][C:24](=[O:23])[NH:25][C:26]=3[N:33]=2)[CH2:7][CH2:6]1, predict the reactants needed to synthesize it. The reactants are: [NH2:1][CH:2]1[CH2:7][CH2:6][N:5]([CH2:8][CH2:9][N:10]2[C:19]3[C:14](=[C:15]([F:21])[CH:16]=[C:17]([F:20])[CH:18]=3)[N:13]=[CH:12][C:11]2=[O:22])[CH2:4][CH2:3]1.[O:23]=[C:24]1[CH2:29][O:28][C:27]2[CH:30]=[CH:31][C:32]([CH:34]=O)=[N:33][C:26]=2[NH:25]1.[BH-](OC(C)=O)(OC(C)=O)OC(C)=O.[Na+]. (8) Given the product [Cl:1][C:2]1[CH:3]=[C:4]([I:9])[C:5]([O:8][CH2:10][C:11]2[CH:16]=[CH:15][CH:14]=[CH:13][CH:12]=2)=[N:6][CH:7]=1, predict the reactants needed to synthesize it. The reactants are: [Cl:1][C:2]1[CH:3]=[C:4]([I:9])[C:5](=[O:8])[NH:6][CH:7]=1.[CH2:10](Br)[C:11]1[CH:16]=[CH:15][CH:14]=[CH:13][CH:12]=1. (9) Given the product [CH3:44][C:45]1([CH3:86])[N:49]([CH2:50][CH2:51][CH2:52][CH2:53][CH2:54][CH2:55][CH2:56][CH2:57][CH2:58][CH2:59][S:60]([CH2:61][CH2:62][CH2:63][C:64]([F:69])([F:70])[C:65]([F:68])([F:67])[F:66])=[O:17])[C:48](=[O:71])[N:47]([C:72]2[CH:77]=[CH:76][C:75]([N+:78]([O-:80])=[O:79])=[C:74]([C:81]([F:83])([F:84])[F:82])[CH:73]=2)[C:46]1=[O:85], predict the reactants needed to synthesize it. The reactants are: CC1(C)N(CCCCCCCCCS(CCCC(F)(F)C(F)(F)F)=[O:17])C(=O)N(C2C=CC([N+]([O-])=O)=C(C(F)(F)F)C=2)C1=O.[CH3:44][C:45]1([CH3:86])[N:49]([CH2:50][CH2:51][CH2:52][CH2:53][CH2:54][CH2:55][CH2:56][CH2:57][CH2:58][CH2:59][S:60][CH2:61][CH2:62][CH2:63][C:64]([F:70])([F:69])[C:65]([F:68])([F:67])[F:66])[C:48](=[O:71])[N:47]([C:72]2[CH:77]=[CH:76][C:75]([N+:78]([O-:80])=[O:79])=[C:74]([C:81]([F:84])([F:83])[F:82])[CH:73]=2)[C:46]1=[O:85]. (10) Given the product [NH:15]1[C:23]2[C:18](=[CH:19][C:20]([NH:24][C:2]3[C:3]4[CH2:13][O:12][CH2:11][CH2:10][C:4]=4[N:5]=[C:6]([S:8][CH3:9])[N:7]=3)=[CH:21][CH:22]=2)[CH:17]=[N:16]1, predict the reactants needed to synthesize it. The reactants are: Cl[C:2]1[C:3]2[CH2:13][O:12][CH2:11][CH2:10][C:4]=2[N:5]=[C:6]([S:8][CH3:9])[N:7]=1.Cl.[NH:15]1[C:23]2[C:18](=[CH:19][C:20]([NH2:24])=[CH:21][CH:22]=2)[CH:17]=[N:16]1.